Dataset: Catalyst prediction with 721,799 reactions and 888 catalyst types from USPTO. Task: Predict which catalyst facilitates the given reaction. Reactant: [C:1]([O:5][C:6]([N:8]1[CH2:13][CH2:12][C:11]2[N:14]([CH3:24])[C:15]([C:17]3[CH:22]=[CH:21][N:20]=[C:19](Cl)[CH:18]=3)=[CH:16][C:10]=2[C:9]1=[O:25])=[O:7])([CH3:4])([CH3:3])[CH3:2].[C:26](=[O:36])([O:28][CH2:29][C:30]1[CH:35]=[CH:34][CH:33]=[CH:32][CH:31]=1)[NH2:27].CC1(C)C2C(=C(P(C3C=CC=CC=3)C3C=CC=CC=3)C=CC=2)OC2C(P(C3C=CC=CC=3)C3C=CC=CC=3)=CC=CC1=2.C([O-])([O-])=O.[Cs+].[Cs+]. Product: [C:1]([O:5][C:6]([N:8]1[CH2:13][CH2:12][C:11]2[N:14]([CH3:24])[C:15]([C:17]3[CH:22]=[CH:21][N:20]=[C:19]([NH:27][C:26]([O:28][CH2:29][C:30]4[CH:35]=[CH:34][CH:33]=[CH:32][CH:31]=4)=[O:36])[CH:18]=3)=[CH:16][C:10]=2[C:9]1=[O:25])=[O:7])([CH3:4])([CH3:3])[CH3:2]. The catalyst class is: 231.